This data is from Reaction yield outcomes from USPTO patents with 853,638 reactions. The task is: Predict the reaction yield, written as a fraction of the theoretical maximum amount of product (1.0 means a 100% yield; for example, 0.34 means a 34% yield). (1) The reactants are Cl.[C:2]([C:6]1[N:11]=[C:10]([C:12]2[CH:17]=[CH:16][CH:15]=[CH:14][CH:13]=2)[C:9]([NH2:18])=[CH:8][N:7]=1)([CH3:5])([CH3:4])[CH3:3].[N:19]([C:22]1[CH:23]=[C:24]([CH:32]=[CH:33][CH:34]=1)[O:25][C:26]1[CH:31]=[CH:30][CH:29]=[CH:28][CH:27]=1)=[C:20]=[O:21]. No catalyst specified. The product is [C:2]([C:6]1[N:11]=[C:10]([C:12]2[CH:13]=[CH:14][CH:15]=[CH:16][CH:17]=2)[C:9]([NH:18][C:20]([NH:19][C:22]2[CH:34]=[CH:33][CH:32]=[C:24]([O:25][C:26]3[CH:31]=[CH:30][CH:29]=[CH:28][CH:27]=3)[CH:23]=2)=[O:21])=[CH:8][N:7]=1)([CH3:5])([CH3:3])[CH3:4]. The yield is 0.250. (2) The reactants are [Cl:1][C:2]1[CH:3]=[C:4]([CH:8]=[CH:9][CH:10]=1)/[CH:5]=[N:6]\[OH:7].[ClH:11].OS([O-])(=O)=O.OS(O[O-])(=O)=O.OS(O[O-])(=O)=O.[O-]S([O-])(=O)=O.[K+].[K+].[K+].[K+].[K+]. The catalyst is CN(C=O)C. The product is [OH:7]/[N:6]=[C:5](\[Cl:11])/[C:4]1[CH:8]=[CH:9][CH:10]=[C:2]([Cl:1])[CH:3]=1. The yield is 1.00. (3) The yield is 0.770. The product is [CH2:9]([O:8][C:3]1[CH:4]=[CH:5][CH:6]=[CH:7][C:2]=1[B:22]([OH:23])[OH:21])[CH2:10][CH:11]([CH3:13])[CH3:12]. The reactants are Br[C:2]1[CH:7]=[CH:6][CH:5]=[CH:4][C:3]=1[O:8][CH2:9][CH2:10][CH:11]([CH3:13])[CH3:12].C([Li])CCC.C([O:21][B:22](OCC)[O:23]CC)C. The catalyst is C1COCC1. (4) The reactants are Br[C:2]1[N:7]=[C:6]([C:8]([OH:11])([CH3:10])[CH3:9])[CH:5]=[CH:4][CH:3]=1.[OH-].[NH4+].C([O-])([O-])=O.[K+].[K+].C[N:21](C)CCN. The catalyst is [Cu-]=O.C(O)CO. The product is [NH2:21][C:2]1[N:7]=[C:6]([C:8]([OH:11])([CH3:10])[CH3:9])[CH:5]=[CH:4][CH:3]=1. The yield is 0.560.